Dataset: Peptide-MHC class II binding affinity with 134,281 pairs from IEDB. Task: Regression. Given a peptide amino acid sequence and an MHC pseudo amino acid sequence, predict their binding affinity value. This is MHC class II binding data. (1) The peptide sequence is GELDIVDKIDAAFKI. The MHC is DRB1_0802 with pseudo-sequence DRB1_0802. The binding affinity (normalized) is 0.539. (2) The peptide sequence is EHCSLNENITVPDTK. The MHC is DRB1_0405 with pseudo-sequence DRB1_0405. The binding affinity (normalized) is 0.344.